This data is from Reaction yield outcomes from USPTO patents with 853,638 reactions. The task is: Predict the reaction yield, written as a fraction of the theoretical maximum amount of product (1.0 means a 100% yield; for example, 0.34 means a 34% yield). The reactants are C1COCC1.[CH3:6][O:7][C:8]1[CH:9]=[C:10]([CH:20]=[CH:21][C:22]([N:24]2[CH2:28][CH:27]([C:29]3[CH:34]=[CH:33][CH:32]=[CH:31][CH:30]=3)[CH:26](/[CH:35]=[N:36]/O)[CH2:25]2)=[O:23])[CH:11]=[CH:12][C:13]=1[N:14]1[CH:18]=[C:17]([CH3:19])[N:16]=[CH:15]1.C1N=CN(C(N2C=NC=C2)=O)C=1.C(=O)(O)[O-].[Na+]. The catalyst is C(OCC)(=O)C. The product is [CH3:6][O:7][C:8]1[CH:9]=[C:10](/[CH:20]=[CH:21]/[C:22]([N:24]2[CH2:28][CH:27]([C:29]3[CH:30]=[CH:31][CH:32]=[CH:33][CH:34]=3)[CH:26]([C:35]#[N:36])[CH2:25]2)=[O:23])[CH:11]=[CH:12][C:13]=1[N:14]1[CH:18]=[C:17]([CH3:19])[N:16]=[CH:15]1. The yield is 0.860.